From a dataset of Reaction yield outcomes from USPTO patents with 853,638 reactions. Predict the reaction yield, written as a fraction of the theoretical maximum amount of product (1.0 means a 100% yield; for example, 0.34 means a 34% yield). (1) The reactants are [C:1]([O:5][C:6]([N:8]1[CH2:20][C@@H:19]([CH3:21])[N:18]2[C@H:10]([CH2:11][C:12]3[C:17]2=[N:16][C:15]([O:22]CC2C=CC=CC=2)=[CH:14][CH:13]=3)[CH2:9]1)=[O:7])([CH3:4])([CH3:3])[CH3:2]. The catalyst is CO.C(OCC)(=O)C.[Pd]. The product is [C:1]([O:5][C:6]([N:8]1[CH2:20][C@@H:19]([CH3:21])[N:18]2[C@H:10]([CH2:11][C:12]3[C:17]2=[N:16][C:15]([OH:22])=[CH:14][CH:13]=3)[CH2:9]1)=[O:7])([CH3:4])([CH3:2])[CH3:3]. The yield is 0.820. (2) The reactants are Cl[C:2]1[N:7]=[CH:6][N:5]=[C:4]([NH2:8])[CH:3]=1.CC(C)([O-])C.[K+].[CH:15]1([CH2:18][OH:19])[CH2:17][CH2:16]1.CS(C)=O. The catalyst is O.CCOC(C)=O. The product is [CH:15]1([CH2:18][O:19][C:2]2[N:7]=[CH:6][N:5]=[C:4]([NH2:8])[CH:3]=2)[CH2:17][CH2:16]1. The yield is 0.741. (3) The reactants are [CH3:1][C:2]1[CH:3]=[C:4]([CH:26]=[CH:27][C:28]=1[OH:29])[NH:5][C:6]1[C:15]2[C:10](=[CH:11][C:12]([O:24][CH3:25])=[CH:13][C:14]=2[O:16][CH:17]2[CH2:22][CH2:21][N:20]([CH3:23])[CH2:19][CH2:18]2)[N:9]=[CH:8][N:7]=1.[F:30][C:31]1[CH:38]=[CH:37][CH:36]=[CH:35][C:32]=1[CH2:33]Cl. No catalyst specified. The product is [F:30][C:31]1[CH:38]=[CH:37][CH:36]=[CH:35][C:32]=1[CH2:33][O:29][C:28]1[CH:27]=[CH:26][C:4]([NH:5][C:6]2[C:15]3[C:10](=[CH:11][C:12]([O:24][CH3:25])=[CH:13][C:14]=3[O:16][CH:17]3[CH2:22][CH2:21][N:20]([CH3:23])[CH2:19][CH2:18]3)[N:9]=[CH:8][N:7]=2)=[CH:3][C:2]=1[CH3:1]. The yield is 0.720. (4) The reactants are [F:1][C:2]1[CH:7]=[CH:6][CH:5]=[CH:4][C:3]=1[CH2:8][C:9]([OH:11])=[O:10].[C:12]1([C@@H:18](O)[CH3:19])[CH:17]=[CH:16][CH:15]=[CH:14][CH:13]=1.CCN=C=NCCCN(C)C. The catalyst is CN(C1C=CN=CC=1)C.C(Cl)Cl. The product is [F:1][C:2]1[CH:7]=[CH:6][CH:5]=[CH:4][C:3]=1[CH2:8][C:9]([O:11][C@H:18]([C:12]1[CH:17]=[CH:16][CH:15]=[CH:14][CH:13]=1)[CH3:19])=[O:10]. The yield is 0.920. (5) The reactants are [CH3:1][C:2]1[CH:8]=[CH:7][CH:6]=[C:5]([CH3:9])[C:3]=1[NH2:4].[C:10](OC(=O)C)(=[O:12])[CH3:11]. No catalyst specified. The product is [CH3:1][C:2]1[CH:8]=[CH:7][CH:6]=[C:5]([CH3:9])[C:3]=1[NH:4][C:10](=[O:12])[CH3:11]. The yield is 0.740. (6) The reactants are [CH3:1][N:2]([CH3:5])[CH:3]=O.ClC[CH2:8][O:9][C:10]1[CH:19]=[C:18]2[C:13]([C:14]([O:20][C:21]3[C:22]([CH3:31])=[N:23][C:24]4[C:29]([CH:30]=3)=[CH:28][CH:27]=[CH:26][CH:25]=4)=[CH:15][CH:16]=[N:17]2)=[CH:12][C:11]=1[O:32][CH3:33].C(=O)([O-])[O-].[K+].[K+].[I-].[Na+]. The catalyst is O. The product is [CH3:33][O:32][C:11]1[CH:12]=[C:13]2[C:18](=[CH:19][C:10]=1[O:9][CH2:8][CH2:3][N:2]([CH3:5])[CH3:1])[N:17]=[CH:16][CH:15]=[C:14]2[O:20][C:21]1[C:22]([CH3:31])=[N:23][C:24]2[C:29]([CH:30]=1)=[CH:28][CH:27]=[CH:26][CH:25]=2. The yield is 0.330.